The task is: Predict which catalyst facilitates the given reaction.. This data is from Catalyst prediction with 721,799 reactions and 888 catalyst types from USPTO. (1) Reactant: [CH3:1][O:2][CH2:3][C:4](Cl)=[O:5].[NH2:7][C:8]1[CH:13]=[C:12]([CH2:14][O:15][C:16]2[C:25]3[C:20](=[CH:21][CH:22]=[CH:23][CH:24]=3)[C:19]([N+:26]([O-:28])=[O:27])=[CH:18][CH:17]=2)[CH:11]=[CH:10][N:9]=1.CCN(C(C)C)C(C)C.N. Product: [CH3:1][O:2][CH2:3][C:4]([NH:7][C:8]1[CH:13]=[C:12]([CH2:14][O:15][C:16]2[C:25]3[C:20](=[CH:21][CH:22]=[CH:23][CH:24]=3)[C:19]([N+:26]([O-:28])=[O:27])=[CH:18][CH:17]=2)[CH:11]=[CH:10][N:9]=1)=[O:5]. The catalyst class is: 168. (2) Product: [CH3:28][O:27][C:24]1[N:25]=[C:26]2[C:21](=[CH:22][CH:23]=1)[N:20]=[CH:19][CH:18]=[C:17]2[CH2:16][CH2:15][C:2]1([OH:1])[CH2:7][CH2:6][NH:5][CH2:4][CH2:3]1. Reactant: [OH:1][C:2]1([CH2:15][CH2:16][C:17]2[C:26]3[C:21](=[CH:22][CH:23]=[C:24]([O:27][CH3:28])[N:25]=3)[N:20]=[CH:19][CH:18]=2)[CH2:7][CH2:6][N:5](C(OC(C)(C)C)=O)[CH2:4][CH2:3]1.Cl. The catalyst class is: 71.